This data is from Reaction yield outcomes from USPTO patents with 853,638 reactions. The task is: Predict the reaction yield, written as a fraction of the theoretical maximum amount of product (1.0 means a 100% yield; for example, 0.34 means a 34% yield). (1) The reactants are [NH2:1][CH:2]1[CH2:7][CH2:6][CH:5]([C:8]([O:10][CH2:11][CH3:12])=[O:9])[CH2:4][CH2:3]1.CCN(CC)CC.[C:20]1(=O)[O:25][C:23](=[O:24])[C:22]2=[CH:26][CH:27]=[CH:28][CH:29]=[C:21]12. The catalyst is C1(C)C=CC=CC=1. The product is [O:24]=[C:23]1[C:22]2[C:21](=[CH:29][CH:28]=[CH:27][CH:26]=2)[C:20](=[O:25])[N:1]1[CH:2]1[CH2:3][CH2:4][CH:5]([C:8]([O:10][CH2:11][CH3:12])=[O:9])[CH2:6][CH2:7]1. The yield is 0.340. (2) The reactants are [N+:1]([C:4]1[CH:5]=[C:6]([CH:16]=[CH:17][CH:18]=1)[C:7]([NH:9][C:10]1([C:13](O)=[O:14])[CH2:12][CH2:11]1)=[O:8])([O-:3])=[O:2].C(Cl)(=O)C(Cl)=O.C[N:26](C=O)C.N. The catalyst is ClCCl. The product is [C:13]([C:10]1([NH:9][C:7](=[O:8])[C:6]2[CH:16]=[CH:17][CH:18]=[C:4]([N+:1]([O-:3])=[O:2])[CH:5]=2)[CH2:12][CH2:11]1)(=[O:14])[NH2:26]. The yield is 0.740. (3) The reactants are [C:1]([O:5][C:6]([NH:8][C@@H:9]([C@H:13]([OH:15])[CH3:14])[C:10]([OH:12])=[O:11])=[O:7])([CH3:4])([CH3:3])[CH3:2].[C:16](=O)([O-])[O-].[K+].[K+].IC. The catalyst is CN(C)C=O.O. The product is [CH3:16][O:11][C:10](=[O:12])[C@@H:9]([NH:8][C:6]([O:5][C:1]([CH3:4])([CH3:3])[CH3:2])=[O:7])[C@H:13]([OH:15])[CH3:14]. The yield is 0.870. (4) The reactants are [CH3:1][NH:2][C:3]1[C:11]2[C:6](=[CH:7][CH:8]=[C:9]([C:12]([O:14]C)=[O:13])[CH:10]=2)[NH:5][N:4]=1.Cl. The catalyst is O1CCOCC1. The product is [CH3:1][NH:2][C:3]1[C:11]2[C:6](=[CH:7][CH:8]=[C:9]([C:12]([OH:14])=[O:13])[CH:10]=2)[NH:5][N:4]=1. The yield is 0.950. (5) The reactants are [C:1]1([S:7]([N:10]2[C:18]3[C:13](=[C:14]([CH2:19][OH:20])[CH:15]=[CH:16][CH:17]=3)[CH:12]=[N:11]2)(=[O:9])=[O:8])[CH:6]=[CH:5][CH:4]=[CH:3][CH:2]=1.CC(OI1(OC(C)=O)(OC(C)=O)OC(=O)C2C=CC=CC1=2)=O. The catalyst is ClCCl. The product is [C:1]1([S:7]([N:10]2[C:18]3[CH:17]=[CH:16][CH:15]=[C:14]([CH:19]=[O:20])[C:13]=3[CH:12]=[N:11]2)(=[O:8])=[O:9])[CH:2]=[CH:3][CH:4]=[CH:5][CH:6]=1. The yield is 0.980.